Dataset: Catalyst prediction with 721,799 reactions and 888 catalyst types from USPTO. Task: Predict which catalyst facilitates the given reaction. (1) Reactant: [Si:1]([O:18][CH2:19][C:20]1[C:21]([N:33]2[CH2:38][C@H:37]([CH3:39])[O:36][C@H:35]([CH3:40])[CH2:34]2)=[C:22]([F:32])[C:23]([F:31])=[C:24]([C:26](=[O:30])[C:27]([OH:29])=O)[CH:25]=1)([C:14]([CH3:17])([CH3:16])[CH3:15])([C:8]1[CH:13]=[CH:12][CH:11]=[CH:10][CH:9]=1)[C:2]1[CH:7]=[CH:6][CH:5]=[CH:4][CH:3]=1.CN(C(ON1N=NC2C=CC=NC1=2)=[N+](C)C)C.F[P-](F)(F)(F)(F)F.[NH:65]1[CH2:70][CH2:69][O:68][CH2:67][CH2:66]1.C(N(CC)CC)C. Product: [Si:1]([O:18][CH2:19][C:20]1[C:21]([N:33]2[CH2:34][C@H:35]([CH3:40])[O:36][C@H:37]([CH3:39])[CH2:38]2)=[C:22]([F:32])[C:23]([F:31])=[C:24]([C:26](=[O:30])[C:27]([N:65]2[CH2:70][CH2:69][O:68][CH2:67][CH2:66]2)=[O:29])[CH:25]=1)([C:14]([CH3:15])([CH3:17])[CH3:16])([C:2]1[CH:3]=[CH:4][CH:5]=[CH:6][CH:7]=1)[C:8]1[CH:13]=[CH:12][CH:11]=[CH:10][CH:9]=1. The catalyst class is: 18. (2) Reactant: [CH2:1]([O:8][C:9](=[O:16])[NH:10][CH:11]1[CH2:15][CH2:14][NH:13][CH2:12]1)[C:2]1[CH:7]=[CH:6][CH:5]=[CH:4][CH:3]=1.C(N(CC)CC)C.[CH2:24]([O:28][C:29](Cl)=[O:30])[CH2:25][CH2:26][CH3:27]. Product: [CH2:24]([O:28][C:29]([N:13]1[CH2:14][CH2:15][CH:11]([NH:10][C:9]([O:8][CH2:1][C:2]2[CH:7]=[CH:6][CH:5]=[CH:4][CH:3]=2)=[O:16])[CH2:12]1)=[O:30])[CH2:25][CH2:26][CH3:27]. The catalyst class is: 4. (3) Reactant: [CH2:1]([C:8]1[CH:13]=[C:12]([I:14])[CH:11]=[CH:10][C:9]=1[OH:15])[C:2]1[CH:7]=[CH:6][CH:5]=[CH:4][CH:3]=1.[CH3:16][O:17][CH2:18]Cl.O1CCCC1.[H-].[Na+]. Product: [CH2:1]([C:8]1[CH:13]=[C:12]([I:14])[CH:11]=[CH:10][C:9]=1[O:15][CH2:16][O:17][CH3:18])[C:2]1[CH:3]=[CH:4][CH:5]=[CH:6][CH:7]=1. The catalyst class is: 6. (4) Reactant: [Cl:1][C:2]1[S:6][C:5]([C:7]([OH:9])=O)=[CH:4][CH:3]=1.CN1CCOCC1.CN(C(ON1N=NC2C=CC=CC1=2)=[N+](C)C)C.[B-](F)(F)(F)F.Cl.[NH2:40][CH:41]([CH3:46])[C:42]([O:44][CH3:45])=[O:43]. Product: [Cl:1][C:2]1[S:6][C:5]([C:7]([NH:40][CH:41]([CH3:46])[C:42]([O:44][CH3:45])=[O:43])=[O:9])=[CH:4][CH:3]=1. The catalyst class is: 20. (5) Reactant: C(OC(=O)[NH:7][C@H:8]([C:10]1[N:14]([C:15]2[CH:20]=[CH:19][CH:18]=[CH:17][CH:16]=2)[C:13]2[CH:21]=[C:22]([F:25])[CH:23]=[CH:24][C:12]=2[N:11]=1)[CH3:9])(C)(C)C.C(O)(C(F)(F)F)=O. Product: [F:25][C:22]1[CH:23]=[CH:24][C:12]2[N:11]=[C:10]([C@@H:8]([NH2:7])[CH3:9])[N:14]([C:15]3[CH:16]=[CH:17][CH:18]=[CH:19][CH:20]=3)[C:13]=2[CH:21]=1. The catalyst class is: 2. (6) Reactant: Cl[CH2:2][CH2:3][O:4][C:5]1[CH:14]=[C:13]2[C:8]([C:9]([O:15][C:16]3[CH:21]=[CH:20][C:19]([CH3:22])=[CH:18][C:17]=3[C:23]([C:25]3[CH:30]=[CH:29][CH:28]=[CH:27][CH:26]=3)=[O:24])=[CH:10][CH:11]=[N:12]2)=[CH:7][C:6]=1[O:31][CH3:32].[N:33]1([CH:38]2[CH2:43][CH2:42][NH:41][CH2:40][CH2:39]2)[CH2:37][CH2:36][CH2:35][CH2:34]1.C(=O)([O-])[O-].[K+].[K+].O. Product: [CH3:22][C:19]1[CH:20]=[CH:21][C:16]([O:15][C:9]2[C:8]3[C:13](=[CH:14][C:5]([O:4][CH2:3][CH2:2][N:41]4[CH2:42][CH2:43][CH:38]([N:33]5[CH2:37][CH2:36][CH2:35][CH2:34]5)[CH2:39][CH2:40]4)=[C:6]([O:31][CH3:32])[CH:7]=3)[N:12]=[CH:11][CH:10]=2)=[C:17]([C:23]([C:25]2[CH:26]=[CH:27][CH:28]=[CH:29][CH:30]=2)=[O:24])[CH:18]=1. The catalyst class is: 9. (7) Reactant: Br[CH2:2][CH2:3]C.[CH2:5]([O:12][C@@H:13]1[CH2:18][CH2:17][C@H:16]([C:19](=[O:21])[CH3:20])[CH2:15][CH2:14]1)[C:6]1[CH:11]=[CH:10][CH:9]=[CH:8][CH:7]=1. Product: [CH2:5]([O:12][C@@H:13]1[CH2:18][CH2:17][C@H:16]([C:19](=[O:21])[CH2:20][CH2:2][CH3:3])[CH2:15][CH2:14]1)[C:6]1[CH:11]=[CH:10][CH:9]=[CH:8][CH:7]=1. The catalyst class is: 1. (8) Reactant: Cl[C:2]1[N:10]=[C:9]2[C:5]([N:6]=[CH:7][N:8]2[CH:11]2[CH2:15][CH2:14][CH2:13][CH2:12]2)=[C:4](Cl)[N:3]=1. Product: [CH:11]1([N:8]2[CH:7]=[N:6][C:5]3[C:9]2=[N:10][CH:2]=[N:3][CH:4]=3)[CH2:12][CH2:13][CH2:14][CH2:15]1. The catalyst class is: 66.